Task: Predict the reactants needed to synthesize the given product.. Dataset: Full USPTO retrosynthesis dataset with 1.9M reactions from patents (1976-2016) (1) The reactants are: [NH2:1][C:2]1[N:6]([C:7]2[CH:12]=[CH:11][C:10]([F:13])=[CH:9][CH:8]=2)[N:5]=[CH:4][C:3]=1[C:14](=[O:22])[C:15]1[CH:20]=[CH:19][CH:18]=[C:17]([OH:21])[CH:16]=1.C([O-])([O-])=O.[K+].[K+].[CH:29]([N:32]=[C:33]=[O:34])([CH3:31])[CH3:30]. Given the product [NH2:1][C:2]1[N:6]([C:7]2[CH:12]=[CH:11][C:10]([F:13])=[CH:9][CH:8]=2)[N:5]=[CH:4][C:3]=1[C:14](=[O:22])[C:15]1[CH:20]=[CH:19][CH:18]=[C:17]([O:21][C:33]([NH:32][CH:29]([CH3:31])[CH3:30])=[O:34])[CH:16]=1, predict the reactants needed to synthesize it. (2) Given the product [CH2:28]([O:35][C:36]([N:38]1[C@@H:47]([CH3:48])[C:46](=[O:49])[N:45]2[C@@H:43]([CH2:44][CH2:50][OH:51])[CH2:42][O:41][CH:40]2[CH2:39]1)=[O:37])[C:29]1[CH:34]=[CH:33][CH:32]=[CH:31][CH:30]=1, predict the reactants needed to synthesize it. The reactants are: COC(=O)[C@@H](N(C(OCC1C=CC=CC=1)=O)CC=O)C.N[C@@H](CCO)CO.[CH2:28]([O:35][C:36]([N:38]1[C@@H:47]([CH3:48])[C:46](=[O:49])[N:45]2[CH:40]([O:41][CH2:42][CH2:43][C@H:44]2[CH2:50][OH:51])[CH2:39]1)=[O:37])[C:29]1[CH:34]=[CH:33][CH:32]=[CH:31][CH:30]=1. (3) Given the product [Br:1][C:2]1[CH:3]=[CH:4][C:5]([C:8]2[O:13][CH:12]=[CH:11][N:10]=2)=[N:6][CH:7]=1, predict the reactants needed to synthesize it. The reactants are: [Br:1][C:2]1[CH:3]=[CH:4][C:5]([C:8]([NH:10][CH2:11][CH:12]=[O:13])=O)=[N:6][CH:7]=1.P(C1C=CC=CC=1)(C1C=CC=CC=1)(C1C=CC=CC=1)=O. (4) Given the product [Br:2][CH:6]([C:8]1[O:9][C:10](=[O:31])[C:11]2[C:16]([C:17]=1[C:18]1[CH2:23][CH2:22][N:21]([C:24]([O:26][C:27]([CH3:30])([CH3:29])[CH3:28])=[O:25])[CH2:20][CH:19]=1)=[CH:15][CH:14]=[CH:13][CH:12]=2)[CH3:7], predict the reactants needed to synthesize it. The reactants are: P(Br)(Br)[Br:2].O[CH:6]([C:8]1[O:9][C:10](=[O:31])[C:11]2[C:16]([C:17]=1[C:18]1[CH2:23][CH2:22][N:21]([C:24]([O:26][C:27]([CH3:30])([CH3:29])[CH3:28])=[O:25])[CH2:20][CH:19]=1)=[CH:15][CH:14]=[CH:13][CH:12]=2)[CH3:7].C(OC(OC(C)(C)C)=O)(OC(C)(C)C)=O. (5) Given the product [N:1]1[C:10]2[C:5](=[CH:6][C:7]([CH2:11][N:12]3[C:16]4=[N:17][C:18]([C:21](=[N:24][NH2:25])[NH2:22])=[CH:19][N:20]=[C:15]4[N:14]=[N:13]3)=[CH:8][CH:9]=2)[CH:4]=[CH:3][CH:2]=1, predict the reactants needed to synthesize it. The reactants are: [N:1]1[C:10]2[C:5](=[CH:6][C:7]([CH2:11][N:12]3[C:16]4=[N:17][C:18]([C:21]#[N:22])=[CH:19][N:20]=[C:15]4[N:14]=[N:13]3)=[CH:8][CH:9]=2)[CH:4]=[CH:3][CH:2]=1.O.[NH2:24][NH2:25].